This data is from Catalyst prediction with 721,799 reactions and 888 catalyst types from USPTO. The task is: Predict which catalyst facilitates the given reaction. (1) Product: [Cl:1][C:2]1[N:3]=[C:4]([N:15]2[CH2:16][CH2:17][O:18][CH2:19][CH2:20]2)[C:5]2[S:10][C:9]([C:11]([O:14][CH3:25])([CH3:12])[CH3:13])=[CH:8][C:6]=2[N:7]=1. The catalyst class is: 3. Reactant: [Cl:1][C:2]1[N:3]=[C:4]([N:15]2[CH2:20][CH2:19][O:18][CH2:17][CH2:16]2)[C:5]2[S:10][C:9]([C:11]([OH:14])([CH3:13])[CH3:12])=[CH:8][C:6]=2[N:7]=1.[H-].[Na+].CI.[C:25](OCC)(=O)C. (2) Reactant: [C:1]([CH2:3][CH2:4][CH2:5][CH2:6][N:7]1[CH:12]=[CH:11][C:10]([NH:13][C:14](=[O:22])[CH2:15][C:16]2[CH:21]=[CH:20][CH:19]=[CH:18][CH:17]=2)=[CH:9][C:8]1=[O:23])#[N:2].FC(F)(F)C(O)=O.[NH:31]([C:33](=[S:35])[NH2:34])N. Product: [NH2:34][C:33]1[S:35][C:1]([CH2:3][CH2:4][CH2:5][CH2:6][N:7]2[CH:12]=[CH:11][C:10]([NH:13][C:14](=[O:22])[CH2:15][C:16]3[CH:21]=[CH:20][CH:19]=[CH:18][CH:17]=3)=[CH:9][C:8]2=[O:23])=[N:2][N:31]=1. The catalyst class is: 11.